From a dataset of Ames mutagenicity test results for genotoxicity prediction. Regression/Classification. Given a drug SMILES string, predict its toxicity properties. Task type varies by dataset: regression for continuous values (e.g., LD50, hERG inhibition percentage) or binary classification for toxic/non-toxic outcomes (e.g., AMES mutagenicity, cardiotoxicity, hepatotoxicity). Dataset: ames. (1) The compound is O=[N+]([O-])c1ccc2cccc3c2c1CC3. The result is 1 (mutagenic). (2) The compound is CCCCc1cc(C)cc(CCCC)c1O. The result is 0 (non-mutagenic). (3) The drug is COc1ccc(NOS(=O)(=O)O)cc1N. The result is 1 (mutagenic). (4) The molecule is COC12C(=COC(N)=O)c3c(O)c(N)c(C)c(O)c3N1CC1NC12. The result is 1 (mutagenic). (5) The molecule is [N-]=[N+]=NCC(O)CN=[N+]=[N-]. The result is 1 (mutagenic). (6) The compound is NC(=O)N(c1ccccc1)c1ccccc1. The result is 0 (non-mutagenic). (7) The drug is CCCCOc1ccc2nc3cc(Cl)ccc3c(NCCCN(CC)CCCl)c2n1. The result is 1 (mutagenic).